The task is: Predict the reaction yield, written as a fraction of the theoretical maximum amount of product (1.0 means a 100% yield; for example, 0.34 means a 34% yield).. This data is from Reaction yield outcomes from USPTO patents with 853,638 reactions. (1) The catalyst is C(Cl)Cl.C(O)(C(F)(F)F)=O. The product is [O:32]1[CH2:31][CH2:30][N:29]([C:25]2[N:24]=[C:23]([C:10]3[C:9]4[C:13](=[CH:14][CH:15]=[C:7]([C:5]5[S:6][C:2]([NH2:1])=[N:3][N:4]=5)[CH:8]=4)[NH:12][CH:11]=3)[CH:28]=[CH:27][CH:26]=2)[CH2:34][CH2:33]1. The yield is 0.227. The reactants are [NH2:1][C:2]1[S:6][C:5]([C:7]2[CH:8]=[C:9]3[C:13](=[CH:14][CH:15]=2)[N:12](C(OC(C)(C)C)=O)[CH:11]=[C:10]3[C:23]2[CH:28]=[CH:27][CH:26]=[C:25]([N:29]3[CH2:34][CH2:33][O:32][CH2:31][CH2:30]3)[N:24]=2)=[N:4][N:3]=1. (2) The reactants are B(F)(F)F.CC[O:7][CH2:8][CH3:9].[CH3:10][C:11](=O)[CH:12]=[CH:13][CH2:14][CH3:15].[CH2:17]=[CH:18][CH:19]=CC.C([O-])([O-])=O.[K+].[K+]. The catalyst is ClCCl. The product is [CH2:11]([C@@H:12]1[C@@H:17]([C:8](=[O:7])[CH3:9])[C@@H:18]([CH3:19])[CH:15]=[CH:14][CH2:13]1)[CH3:10]. The yield is 0.980. (3) The reactants are Br[C:2]1[CH:7]=[C:6]([C:8]2([C:19]3[CH:24]=[C:23]([CH3:25])[C:22]([O:26][CH3:27])=[C:21]([CH3:28])[N:20]=3)[C:16]3[C:11](=[C:12]([F:17])[CH:13]=[CH:14][CH:15]=3)[C:10]([NH2:18])=[N:9]2)[CH:5]=[CH:4][N:3]=1.[N:29]1[CH:34]=[C:33](B(O)O)[CH:32]=[N:31][CH:30]=1. No catalyst specified. The product is [F:17][C:12]1[CH:13]=[CH:14][CH:15]=[C:16]2[C:11]=1[C:10]([NH2:18])=[N:9][C:8]2([C:19]1[CH:24]=[C:23]([CH3:25])[C:22]([O:26][CH3:27])=[C:21]([CH3:28])[N:20]=1)[C:6]1[CH:5]=[CH:4][N:3]=[C:2]([C:33]2[CH:34]=[N:29][CH:30]=[N:31][CH:32]=2)[CH:7]=1. The yield is 0.0700. (4) The reactants are [C:1]1([OH:7])[CH:6]=[CH:5][CH:4]=[CH:3][CH:2]=1.[H-].[Na+].Cl.[Br:11][C:12]1[CH:13]=[CH:14][C:15]([CH2:18]Cl)=[N:16][CH:17]=1.C(N(CC)CC)C. The catalyst is C(OCC)(=O)C.O.CN(C)C=O. The product is [Br:11][C:12]1[CH:13]=[CH:14][C:15]([CH2:18][O:7][C:1]2[CH:6]=[CH:5][CH:4]=[CH:3][CH:2]=2)=[N:16][CH:17]=1. The yield is 0.817. (5) The reactants are [F:1][CH:2]1[CH:7]([NH:8][C:9]2[CH:14]=[CH:13][C:12]([NH2:15])=[CH:11][CH:10]=2)[CH2:6][CH2:5][N:4]([CH3:16])[CH2:3]1.Cl[C:18]1[N:27]=[CH:26][C:25]2[C:20](=[C:21]([C:28]3[CH:29]=[C:30]([NH:34][C:35](=[O:38])[CH:36]=[CH2:37])[CH:31]=[CH:32][CH:33]=3)[CH:22]=[CH:23][CH:24]=2)[N:19]=1.C(O)(C(F)(F)F)=O. The catalyst is CCCCO. The product is [F:1][CH:2]1[CH:7]([NH:8][C:9]2[CH:14]=[CH:13][C:12]([NH:15][C:18]3[N:27]=[CH:26][C:25]4[C:20](=[C:21]([C:28]5[CH:29]=[C:30]([NH:34][C:35](=[O:38])[CH:36]=[CH2:37])[CH:31]=[CH:32][CH:33]=5)[CH:22]=[CH:23][CH:24]=4)[N:19]=3)=[CH:11][CH:10]=2)[CH2:6][CH2:5][N:4]([CH3:16])[CH2:3]1. The yield is 0.0940. (6) The reactants are [CH3:1][C:2]([CH3:14])=[CH:3][CH2:4][CH2:5][N:6]1[CH:10]=[CH:9][N:8]=[C:7]1[N+:11]([O-:13])=[O:12].[ClH:15].[N:16]([O:18]CCC(C)C)=O. No catalyst specified. The product is [Cl:15][C:2]([CH3:14])([CH3:1])[CH:3]([N:16]=[O:18])[CH2:4][CH2:5][N:6]1[CH:10]=[CH:9][N:8]=[C:7]1[N+:11]([O-:13])=[O:12]. The yield is 0.810.